From a dataset of Forward reaction prediction with 1.9M reactions from USPTO patents (1976-2016). Predict the product of the given reaction. (1) Given the reactants [OH:1][CH:2]1[CH2:7][CH2:6][N:5]([C:8]([O:10][C:11]([CH3:14])([CH3:13])[CH3:12])=[O:9])[CH2:4][CH2:3]1.[F:15][C:16]1[CH:17]=[C:18](O)[CH:19]=[CH:20][CH:21]=1.C1(P(C2C=CC=CC=2)C2C=CC=CC=2)C=CC=CC=1, predict the reaction product. The product is: [F:15][C:16]1[CH:21]=[C:20]([O:1][CH:2]2[CH2:3][CH2:4][N:5]([C:8]([O:10][C:11]([CH3:14])([CH3:13])[CH3:12])=[O:9])[CH2:6][CH2:7]2)[CH:19]=[CH:18][CH:17]=1. (2) Given the reactants [Cl:1][C:2]1[CH:7]=[CH:6][CH:5]=[CH:4][C:3]=1[N:8]1[C:12]([C:13]2[S:14][C:15]([C:18]3[CH:23]=[CH:22][CH:21]=[C:20]([S:24]([CH3:27])(=[O:26])=[O:25])[CH:19]=3)=[CH:16][CH:17]=2)=[CH:11][C:10]([C:28](O)=[O:29])=[N:9]1.C(N1C=CN=C1)([N:33]1[CH:37]=[CH:36]N=C1)=O.C(N)C.C1COCC1, predict the reaction product. The product is: [Cl:1][C:2]1[CH:7]=[CH:6][CH:5]=[CH:4][C:3]=1[N:8]1[C:12]([C:13]2[S:14][C:15]([C:18]3[CH:23]=[CH:22][CH:21]=[C:20]([S:24]([CH3:27])(=[O:26])=[O:25])[CH:19]=3)=[CH:16][CH:17]=2)=[CH:11][C:10]([C:28]([NH:33][CH2:37][CH3:36])=[O:29])=[N:9]1. (3) Given the reactants C(O[C:5](=[O:7])[CH3:6])(=O)C.C(O)(=O)C.[NH2:12][C:13]1[N:18]([CH2:19][C:20]2[CH:25]=[CH:24][CH:23]=[C:22]([NH2:26])[CH:21]=2)[C:17](=[O:27])[N:16]([CH3:28])[C:15](=[O:29])[CH:14]=1, predict the reaction product. The product is: [NH2:12][C:13]1[N:18]([CH2:19][C:20]2[CH:21]=[C:22]([NH:26][C:5](=[O:7])[CH3:6])[CH:23]=[CH:24][CH:25]=2)[C:17](=[O:27])[N:16]([CH3:28])[C:15](=[O:29])[CH:14]=1. (4) The product is: [CH2:1]([O:3][C@H:4]([C:10]1[CH:15]=[CH:14][C:13]([O:16][CH:23]2[C:24]3[C:20](=[C:19]([CH2:17][CH3:18])[CH:27]=[CH:26][CH:25]=3)[CH2:21][CH2:22]2)=[CH:12][CH:11]=1)[CH2:5][C:6]([O:8][CH3:9])=[O:7])[CH3:2]. Given the reactants [CH2:1]([O:3][C@H:4]([C:10]1[CH:15]=[CH:14][C:13]([OH:16])=[CH:12][CH:11]=1)[CH2:5][C:6]([O:8][CH3:9])=[O:7])[CH3:2].[CH2:17]([C:19]1[CH:27]=[CH:26][CH:25]=[C:24]2[C:20]=1[CH2:21][CH2:22][CH:23]2O)[CH3:18].C1(P(C2C=CC=CC=2)C2C=CC=CC=2)C=CC=CC=1.C1(C)C=CC=CC=1.N(C(OCC)=O)=NC(OCC)=O, predict the reaction product. (5) Given the reactants [H-].[Na+].[C:3]1([OH:9])[CH:8]=[CH:7][CH:6]=[CH:5][CH:4]=1.Cl[C:11]1[C:16]([N+:17]([O-:19])=[O:18])=[C:15]([NH:20][CH2:21][CH2:22][CH2:23][OH:24])[C:14]([CH3:25])=[C:13]([CH3:26])[N:12]=1, predict the reaction product. The product is: [CH3:26][C:13]1[C:14]([CH3:25])=[C:15]([NH:20][CH2:21][CH2:22][CH2:23][OH:24])[C:16]([N+:17]([O-:19])=[O:18])=[C:11]([O:9][C:3]2[CH:8]=[CH:7][CH:6]=[CH:5][CH:4]=2)[N:12]=1. (6) Given the reactants Cl.Cl.[Cl:3][C:4]1[CH:9]=[CH:8][C:7]([C:10]2[CH:15]=[CH:14][C:13]([O:16][C:17]([F:20])([F:19])[F:18])=[C:12]([CH2:21][NH:22][C@H:23]3[CH2:28][CH2:27][NH:26][CH2:25][C@H:24]3[C:29]3[CH:34]=[CH:33][CH:32]=[CH:31][CH:30]=3)[CH:11]=2)=[CH:6][CH:5]=1.[O:35]=[C:36]1[CH2:41][CH:40]([C:42](O)=[O:43])[CH2:39][C:38](=[O:45])[NH:37]1.CCN=C=NCCCN(C)C.C1C=CC2N(O)N=NC=2C=1, predict the reaction product. The product is: [Cl:3][C:4]1[CH:9]=[CH:8][C:7]([C:10]2[CH:15]=[CH:14][C:13]([O:16][C:17]([F:19])([F:20])[F:18])=[C:12]([CH2:21][NH:22][C@H:23]3[CH2:28][CH2:27][N:26]([C:42]([CH:40]4[CH2:39][C:38](=[O:45])[NH:37][C:36](=[O:35])[CH2:41]4)=[O:43])[CH2:25][C@H:24]3[C:29]3[CH:30]=[CH:31][CH:32]=[CH:33][CH:34]=3)[CH:11]=2)=[CH:6][CH:5]=1. (7) Given the reactants [C:1](Cl)(=[O:4])[CH2:2][CH3:3].[CH2:6]([CH:9]1[CH2:14][CH2:13][CH:12]([C:15]2[CH:20]=[CH:19][CH:18]=[CH:17][C:16]=2[C:21]2[CH:22]=[C:23]([OH:27])[CH:24]=[CH:25][CH:26]=2)[CH2:11][CH2:10]1)[CH2:7][CH3:8].O.Cl, predict the reaction product. The product is: [C:1]([O:27][C:23]1[CH:24]=[CH:25][CH:26]=[C:21]([C:16]2[CH:17]=[CH:18][CH:19]=[CH:20][C:15]=2[CH:12]2[CH2:13][CH2:14][CH:9]([CH2:6][CH2:7][CH3:8])[CH2:10][CH2:11]2)[CH:22]=1)(=[O:4])[CH2:2][CH3:3]. (8) The product is: [OH:3][NH:2][C:9](=[O:8])/[CH:10]=[CH:11]/[C:12]1[CH:17]=[CH:16][C:15]([CH2:18][NH:19][C:20](=[O:35])[C:21]([C:29]2[CH:34]=[CH:33][CH:32]=[CH:31][CH:30]=2)=[CH:22][C:23]2[CH:28]=[CH:27][CH:26]=[CH:25][CH:24]=2)=[CH:14][CH:13]=1. Given the reactants Cl.[NH2:2][OH:3].[OH-].[K+].C([O:8][C:9](=O)[CH:10]=[CH:11][C:12]1[CH:17]=[CH:16][C:15]([CH2:18][NH:19][C:20](=[O:35])[C:21]([C:29]2[CH:34]=[CH:33][CH:32]=[CH:31][CH:30]=2)=[CH:22][C:23]2[CH:28]=[CH:27][CH:26]=[CH:25][CH:24]=2)=[CH:14][CH:13]=1)C, predict the reaction product. (9) The product is: [F:14][C:15]1[CH:16]=[C:17]([C:22]([F:25])([F:24])[F:23])[CH:18]=[CH:19][C:6]=1[N:8]1[CH2:9][CH2:10][NH:11][CH2:12][CH2:13]1. Given the reactants C(O[C:6]([N:8]1[CH2:13][CH2:12][NH:11][CH2:10][CH2:9]1)=O)(C)(C)C.[F:14][C:15]1[CH:16]=[C:17]([C:22]([F:25])([F:24])[F:23])[CH:18]=[CH:19]C=1F.O, predict the reaction product.